From a dataset of Forward reaction prediction with 1.9M reactions from USPTO patents (1976-2016). Predict the product of the given reaction. (1) Given the reactants [OH-].[Na+].C[O:4][C:5](=[O:37])[CH2:6][CH2:7][C:8]1[CH:13]=[CH:12][C:11]([O:14][CH2:15][CH2:16][C@@H:17]([O:19][C:20]2[C:25]([C:26]3[CH:27]=[N:28][CH:29]=[CH:30][CH:31]=3)=[CH:24][C:23]([C:32]([F:35])([F:34])[F:33])=[CH:22][N:21]=2)[CH3:18])=[CH:10][C:9]=1[CH3:36].Cl, predict the reaction product. The product is: [CH3:36][C:9]1[CH:10]=[C:11]([O:14][CH2:15][CH2:16][C@@H:17]([O:19][C:20]2[C:25]([C:26]3[CH:27]=[N:28][CH:29]=[CH:30][CH:31]=3)=[CH:24][C:23]([C:32]([F:35])([F:34])[F:33])=[CH:22][N:21]=2)[CH3:18])[CH:12]=[CH:13][C:8]=1[CH2:7][CH2:6][C:5]([OH:37])=[O:4]. (2) Given the reactants [CH3:1][C:2]1([CH3:15])[C:11]2[C:6]3=[C:7]([NH:12][C:13](=[O:14])[N:5]3[CH2:4][CH2:3]1)[CH:8]=[CH:9][CH:10]=2.C(=O)([O-])[O-].[Cs+].[Cs+].C(Br)C=C(C)C.Br[CH2:29]/[CH:30]=[C:31](\[CH3:38])/[CH2:32][CH2:33][CH:34]=[C:35]([CH3:37])[CH3:36].O, predict the reaction product. The product is: [CH3:38]/[C:31](/[CH2:32][CH2:33][CH:34]=[C:35]([CH3:37])[CH3:36])=[CH:30]\[CH2:29][N:12]1[C:7]2=[C:6]3[C:11](=[CH:10][CH:9]=[CH:8]2)[C:2]([CH3:15])([CH3:1])[CH2:3][CH2:4][N:5]3[C:13]1=[O:14]. (3) The product is: [CH2:27]([N:26]1[C:22]([C:17]2[CH:18]=[CH:19][CH:20]=[CH:21][C:16]=2[C:13]2[CH:14]=[CH:15][C:10]([CH2:9][NH:8][C:34]3[C:43]([N+:44]([O-:46])=[O:45])=[CH:42][CH:41]=[CH:40][C:35]=3[C:36]([O:38][CH3:39])=[O:37])=[CH:11][CH:12]=2)=[N:23][N:24]=[N:25]1)[C:28]1[CH:29]=[CH:30][CH:31]=[CH:32][CH:33]=1. Given the reactants C(OC([N:8]([C:34]1[C:43]([N+:44]([O-:46])=[O:45])=[CH:42][CH:41]=[CH:40][C:35]=1[C:36]([O:38][CH3:39])=[O:37])[CH2:9][C:10]1[CH:15]=[CH:14][C:13]([C:16]2[CH:21]=[CH:20][CH:19]=[CH:18][C:17]=2[C:22]2[N:26]([CH2:27][C:28]3[CH:33]=[CH:32][CH:31]=[CH:30][CH:29]=3)[N:25]=[N:24][N:23]=2)=[CH:12][CH:11]=1)=O)(C)(C)C, predict the reaction product. (4) Given the reactants [Cl-].[Li+].C([Mg]Cl)(C)C.Br[C:9]1[C:10]([Cl:33])=[C:11]2[C:17]([C:18]3[CH:23]=[CH:22][C:21]([F:24])=[CH:20][CH:19]=3)=[CH:16][N:15]([CH2:25][O:26][CH2:27][CH2:28][Si:29]([CH3:32])([CH3:31])[CH3:30])[C:12]2=[N:13][CH:14]=1.C(O[B:38]([O:43][CH:44]([CH3:46])[CH3:45])[O:39][CH:40]([CH3:42])[CH3:41])(C)C.OC(C(O)(C)C)(C)C.[Cl-].[NH4+], predict the reaction product. The product is: [Cl:33][C:10]1[C:9]([B:38]2[O:39][C:40]([CH3:41])([CH3:42])[C:44]([CH3:45])([CH3:46])[O:43]2)=[CH:14][N:13]=[C:12]2[N:15]([CH2:25][O:26][CH2:27][CH2:28][Si:29]([CH3:32])([CH3:31])[CH3:30])[CH:16]=[C:17]([C:18]3[CH:23]=[CH:22][C:21]([F:24])=[CH:20][CH:19]=3)[C:11]=12. (5) Given the reactants [N+:1]([C:4]1[CH:13]=[C:12]2[C:7]([CH2:8][CH2:9][N:10]([C:14](=[O:19])[C:15]([F:18])([F:17])[F:16])[CH2:11]2)=[CH:6][CH:5]=1)([O-])=O, predict the reaction product. The product is: [F:18][C:15]([F:16])([F:17])[C:14]([N:10]1[CH2:9][CH2:8][C:7]2[C:12](=[CH:13][C:4]([NH2:1])=[CH:5][CH:6]=2)[CH2:11]1)=[O:19].